From a dataset of Forward reaction prediction with 1.9M reactions from USPTO patents (1976-2016). Predict the product of the given reaction. (1) The product is: [Cl:1][C:2]1[C:7]([CH2:8][C:9]([OH:11])=[O:10])=[C:6]([N:13]2[CH2:17][CH2:16][CH2:15][CH2:14]2)[N:5]=[C:4]([CH2:18][C:19]2[CH:20]=[CH:21][C:22]([NH:25][C:26]([C:28]3[CH:37]=[CH:36][C:35]4[C:30](=[CH:31][CH:32]=[CH:33][CH:34]=4)[CH:29]=3)=[O:27])=[CH:23][CH:24]=2)[N:3]=1. Given the reactants [Cl:1][C:2]1[C:7]([CH2:8][C:9]([O:11]C)=[O:10])=[C:6]([N:13]2[CH2:17][CH2:16][CH2:15][CH2:14]2)[N:5]=[C:4]([CH2:18][C:19]2[CH:24]=[CH:23][C:22]([NH:25][C:26]([C:28]3[CH:37]=[CH:36][C:35]4[C:30](=[CH:31][CH:32]=[CH:33][CH:34]=4)[CH:29]=3)=[O:27])=[CH:21][CH:20]=2)[N:3]=1.[OH-].[Na+].CCOCC.Cl, predict the reaction product. (2) Given the reactants [N:1]1[CH:6]=[CH:5][CH:4]=[CH:3][C:2]=1[CH2:7][CH2:8][C:9]([OH:11])=O.C1N=CN(C(N2C=NC=C2)=O)C=1.CCN(C(C)C)C(C)C.Cl.[F:34][C:35]([F:55])([F:54])[C:36]1[CH:41]=[CH:40][C:39]([C@@H:42]([C:44]2[C:49]([C:50]([F:53])([F:52])[F:51])=[CH:48][CH:47]=[CH:46][N:45]=2)[NH2:43])=[CH:38][CH:37]=1, predict the reaction product. The product is: [N:1]1[CH:6]=[CH:5][CH:4]=[CH:3][C:2]=1[CH2:7][CH2:8][C:9]([NH:43][C@@H:42]([C:39]1[CH:40]=[CH:41][C:36]([C:35]([F:55])([F:34])[F:54])=[CH:37][CH:38]=1)[C:44]1[C:49]([C:50]([F:51])([F:52])[F:53])=[CH:48][CH:47]=[CH:46][N:45]=1)=[O:11]. (3) Given the reactants [F:1][C:2]1[CH:10]=[C:9]2[C:5]([C:6]([C:12]3[N:13]=[C:14]4[C:20]([C:21](O)=[O:22])=[CH:19][NH:18][C:15]4=[N:16][CH:17]=3)=[N:7][N:8]2[CH3:11])=[CH:4][CH:3]=1.CCN=C=NCCCN(C)C.[CH3:35][C:36]1([NH2:40])[CH2:39][O:38][CH2:37]1, predict the reaction product. The product is: [F:1][C:2]1[CH:10]=[C:9]2[C:5]([C:6]([C:12]3[N:13]=[C:14]4[C:20]([C:21]([NH:40][C:36]5([CH3:35])[CH2:39][O:38][CH2:37]5)=[O:22])=[CH:19][NH:18][C:15]4=[N:16][CH:17]=3)=[N:7][N:8]2[CH3:11])=[CH:4][CH:3]=1. (4) Given the reactants C[O:2][C:3](=[O:28])[CH2:4][C:5]1[CH:10]=[CH:9][C:8]([O:11][CH2:12][CH2:13][CH2:14][CH:15]2[CH2:20][CH2:19][N:18]([C:21]3[N:26]=[CH:25][C:24]([Cl:27])=[CH:23][N:22]=3)[CH2:17][CH2:16]2)=[CH:7][CH:6]=1.O[Li].O.C1COCC1, predict the reaction product. The product is: [Cl:27][C:24]1[CH:23]=[N:22][C:21]([N:18]2[CH2:17][CH2:16][CH:15]([CH2:14][CH2:13][CH2:12][O:11][C:8]3[CH:7]=[CH:6][C:5]([CH2:4][C:3]([OH:28])=[O:2])=[CH:10][CH:9]=3)[CH2:20][CH2:19]2)=[N:26][CH:25]=1.